This data is from NCI-60 drug combinations with 297,098 pairs across 59 cell lines. The task is: Regression. Given two drug SMILES strings and cell line genomic features, predict the synergy score measuring deviation from expected non-interaction effect. (1) Drug 1: C(CN)CNCCSP(=O)(O)O. Drug 2: CC12CCC3C(C1CCC2OP(=O)(O)O)CCC4=C3C=CC(=C4)OC(=O)N(CCCl)CCCl.[Na+]. Cell line: MDA-MB-231. Synergy scores: CSS=-2.16, Synergy_ZIP=-0.267, Synergy_Bliss=-0.389, Synergy_Loewe=-5.97, Synergy_HSA=-4.00. (2) Drug 1: C1=C(C(=O)NC(=O)N1)F. Drug 2: CC1=C(N=C(N=C1N)C(CC(=O)N)NCC(C(=O)N)N)C(=O)NC(C(C2=CN=CN2)OC3C(C(C(C(O3)CO)O)O)OC4C(C(C(C(O4)CO)O)OC(=O)N)O)C(=O)NC(C)C(C(C)C(=O)NC(C(C)O)C(=O)NCCC5=NC(=CS5)C6=NC(=CS6)C(=O)NCCC[S+](C)C)O. Cell line: CCRF-CEM. Synergy scores: CSS=22.2, Synergy_ZIP=-3.80, Synergy_Bliss=-0.319, Synergy_Loewe=-0.863, Synergy_HSA=-0.750. (3) Drug 1: CCCCC(=O)OCC(=O)C1(CC(C2=C(C1)C(=C3C(=C2O)C(=O)C4=C(C3=O)C=CC=C4OC)O)OC5CC(C(C(O5)C)O)NC(=O)C(F)(F)F)O. Drug 2: C(CCl)NC(=O)N(CCCl)N=O. Cell line: HCT-15. Synergy scores: CSS=34.4, Synergy_ZIP=-2.88, Synergy_Bliss=1.57, Synergy_Loewe=-21.2, Synergy_HSA=-4.13.